This data is from Full USPTO retrosynthesis dataset with 1.9M reactions from patents (1976-2016). The task is: Predict the reactants needed to synthesize the given product. (1) Given the product [CH:35]1[C:36]2[C:31](=[N:30][C:29]3[C:38]([C:37]=2[NH:39][C:40]2[CH:41]=[C:42]([NH:47][C:20]([NH:12][C:9]4[CH:10]=[CH:11][C:6]([N:5]([CH2:13][CH2:14][Cl:15])[CH2:4][CH2:3][Cl:2])=[CH:7][CH:8]=4)=[O:19])[CH:43]=[C:44]([CH3:46])[CH:45]=2)=[CH:25][CH:26]=[CH:27][CH:28]=3)[CH:32]=[CH:33][CH:34]=1, predict the reactants needed to synthesize it. The reactants are: Cl.[Cl:2][CH2:3][CH2:4][N:5]([CH2:13][CH2:14][Cl:15])[C:6]1[CH:11]=[CH:10][C:9]([NH2:12])=[CH:8][CH:7]=1.C.O=C(Cl)[O:19][C:20](Cl)(Cl)Cl.[CH:25]1[C:38]2[C:29](=[N:30][C:31]3[C:36]([C:37]=2[NH:39][C:40]2[CH:45]=[C:44]([CH3:46])[CH:43]=[C:42]([NH2:47])[CH:41]=2)=[CH:35][CH:34]=[CH:33][CH:32]=3)[CH:28]=[CH:27][CH:26]=1. (2) The reactants are: [N+:1]([C:4]1[CH:5]=[C:6]([CH:11]=[CH:12][CH:13]=1)[O:7][CH2:8][CH2:9][OH:10])([O-])=O.[NH4+].[Cl-]. Given the product [NH2:1][C:4]1[CH:5]=[C:6]([CH:11]=[CH:12][CH:13]=1)[O:7][CH2:8][CH2:9][OH:10], predict the reactants needed to synthesize it. (3) Given the product [F:1][C:2]1[CH:3]=[N:4][C:5]2[C:10]([C:11]=1[CH2:12][CH2:13][C:14]13[CH2:21][CH2:20][C:17]([NH:22][CH2:26][C:27]4[C:28](=[O:38])[N:29]([CH3:37])[C:30]5[C:35]([N:36]=4)=[CH:34][CH:33]=[CH:32][CH:31]=5)([CH2:18][CH2:19]1)[CH2:16][O:15]3)=[N:9][C:8]([O:23][CH3:24])=[CH:7][CH:6]=2, predict the reactants needed to synthesize it. The reactants are: [F:1][C:2]1[CH:3]=[N:4][C:5]2[C:10]([C:11]=1[CH2:12][CH2:13][C:14]13[CH2:21][CH2:20][C:17]([NH2:22])([CH2:18][CH2:19]1)[CH2:16][O:15]3)=[N:9][C:8]([O:23][CH3:24])=[CH:7][CH:6]=2.Br[CH2:26][C:27]1[C:28](=[O:38])[N:29]([CH3:37])[C:30]2[C:35]([N:36]=1)=[CH:34][CH:33]=[CH:32][CH:31]=2.